From a dataset of Reaction yield outcomes from USPTO patents with 853,638 reactions. Predict the reaction yield, written as a fraction of the theoretical maximum amount of product (1.0 means a 100% yield; for example, 0.34 means a 34% yield). (1) The product is [CH:1]1([N:7]2[C:12]([OH:13])=[C:11]([C:14]([NH:16][CH2:17][C:18]([OH:20])=[O:19])=[O:15])[C:10](=[O:23])[N:9]([CH2:37][C:36]3[CH:35]=[CH:34][C:33]([C:32]([F:31])([F:41])[F:42])=[CH:40][CH:39]=3)[C:8]2=[O:24])[CH2:6][CH2:5][CH2:4][CH2:3][CH2:2]1. The catalyst is CC(N(C)C)=O. The yield is 0.375. The reactants are [CH:1]1([N:7]2[C:12]([OH:13])=[C:11]([C:14]([NH:16][CH2:17][C:18]([O:20]CC)=[O:19])=[O:15])[C:10](=[O:23])[NH:9][C:8]2=[O:24])[CH2:6][CH2:5][CH2:4][CH2:3][CH2:2]1.C(=O)([O-])[O-].[K+].[K+].[F:31][C:32]([F:42])([F:41])[C:33]1[CH:40]=[CH:39][C:36]([CH2:37]Br)=[CH:35][CH:34]=1.Cl. (2) The reactants are [CH3:1][O:2][C:3]1[CH:12]=[C:11]2[C:6]([CH:7]=[CH:8][C:9]([NH2:13])=[CH:10]2)=[CH:5][CH:4]=1.[CH3:14][C:15]([O:18][C:19](O[C:19]([O:18][C:15]([CH3:17])([CH3:16])[CH3:14])=[O:20])=[O:20])([CH3:17])[CH3:16]. The catalyst is C1COCC1. The product is [CH3:1][O:2][C:3]1[CH:12]=[C:11]2[C:6]([CH:7]=[CH:8][C:9]([NH:13][C:19](=[O:20])[O:18][C:15]([CH3:17])([CH3:16])[CH3:14])=[CH:10]2)=[CH:5][CH:4]=1. The yield is 0.710. (3) The product is [CH3:17][N:18]([CH3:19])[CH2:7][C:6]1[CH:9]=[CH:10][C:11]([C:12]2[S:13][CH:14]=[CH:15][CH:16]=2)=[C:4]([N+:1]([O-:3])=[O:2])[CH:5]=1. The reactants are [N+:1]([C:4]1[CH:5]=[C:6]([CH:9]=[CH:10][C:11]=1[C:12]1[S:13][CH:14]=[CH:15][CH:16]=1)[CH:7]=O)([O-:3])=[O:2].[CH3:17][NH:18][CH3:19].C1COCC1.C(O[BH-](OC(=O)C)OC(=O)C)(=O)C.[Na+].C(=O)([O-])O.[Na+]. The catalyst is C1COCC1. The yield is 0.920. (4) No catalyst specified. The product is [Cl:26][C:27]1[CH:32]=[CH:31][C:30]([C:33]([F:36])([F:35])[F:34])=[CH:29][C:28]=1[C:9]1[N:13]2[C:14]3[N:22]=[C:21]([O:23][CH3:24])[CH:20]=[CH:19][C:15]=3[N:16]=[C:17]([CH3:18])[C:12]2=[C:11]([CH3:25])[N:10]=1. The reactants are ClC1C=C([C:9]2[N:13]3[C:14]4[N:22]=[C:21]([O:23][CH3:24])[CH:20]=[CH:19][C:15]=4[N:16]=[C:17]([CH3:18])[C:12]3=[C:11]([CH3:25])[N:10]=2)C=C(Cl)C=1.[Cl:26][C:27]1[CH:32]=[CH:31][C:30]([C:33]([F:36])([F:35])[F:34])=[CH:29][C:28]=1B(O)O. The yield is 0.130. (5) The reactants are [Br:1][C:2]1[CH:3]=[C:4]2[C:8](=[CH:9][C:10]=1[F:11])[N:7](C(=O)C)[N:6]=[CH:5]2.Cl.CCOC(C)=O. The catalyst is CO. The product is [Br:1][C:2]1[CH:3]=[C:4]2[C:8](=[CH:9][C:10]=1[F:11])[NH:7][N:6]=[CH:5]2. The yield is 0.738.